Dataset: TCR-epitope binding with 47,182 pairs between 192 epitopes and 23,139 TCRs. Task: Binary Classification. Given a T-cell receptor sequence (or CDR3 region) and an epitope sequence, predict whether binding occurs between them. The epitope is RPHERNGFTVL. The TCR CDR3 sequence is CAISESTVGNQPQHF. Result: 0 (the TCR does not bind to the epitope).